Dataset: NCI-60 drug combinations with 297,098 pairs across 59 cell lines. Task: Regression. Given two drug SMILES strings and cell line genomic features, predict the synergy score measuring deviation from expected non-interaction effect. (1) Drug 1: CCCCCOC(=O)NC1=NC(=O)N(C=C1F)C2C(C(C(O2)C)O)O. Drug 2: C1CN1C2=NC(=NC(=N2)N3CC3)N4CC4. Cell line: T-47D. Synergy scores: CSS=15.9, Synergy_ZIP=2.77, Synergy_Bliss=8.10, Synergy_Loewe=-13.1, Synergy_HSA=-0.344. (2) Drug 1: C1=NNC2=C1C(=O)NC=N2. Drug 2: COC1=C2C(=CC3=C1OC=C3)C=CC(=O)O2. Cell line: RPMI-8226. Synergy scores: CSS=7.35, Synergy_ZIP=-4.58, Synergy_Bliss=-6.91, Synergy_Loewe=0.515, Synergy_HSA=-4.40.